This data is from Buchwald-Hartwig C-N cross coupling reaction yields with 55,370 reactions. The task is: Predict the reaction yield, written as a fraction of the theoretical maximum amount of product (1.0 means a 100% yield; for example, 0.34 means a 34% yield). (1) The reactants are CCc1ccc(I)cc1.Cc1ccc(N)cc1.O=S(=O)(O[Pd]1c2ccccc2-c2ccccc2N~1)C(F)(F)F.COc1ccc(OC)c(P([C@]23C[C@H]4C[C@H](C[C@H](C4)C2)C3)[C@]23C[C@H]4C[C@H](C[C@H](C4)C2)C3)c1-c1c(C(C)C)cc(C(C)C)cc1C(C)C.CN(C)C(=NC(C)(C)C)N(C)C.c1ccc(-c2ccon2)cc1. No catalyst specified. The product is CCc1ccc(Nc2ccc(C)cc2)cc1. The yield is 0.785. (2) The reactants are Ic1ccccn1.Cc1ccc(N)cc1.O=S(=O)(O[Pd]1c2ccccc2-c2ccccc2N~1)C(F)(F)F.CC(C)c1cc(C(C)C)c(-c2ccccc2P(C2CCCCC2)C2CCCCC2)c(C(C)C)c1.CCN=P(N=P(N(C)C)(N(C)C)N(C)C)(N(C)C)N(C)C.CCOC(=O)c1cc(C)on1. No catalyst specified. The product is Cc1ccc(Nc2ccccn2)cc1. The yield is 0.270.